Dataset: Reaction yield outcomes from USPTO patents with 853,638 reactions. Task: Predict the reaction yield, written as a fraction of the theoretical maximum amount of product (1.0 means a 100% yield; for example, 0.34 means a 34% yield). The reactants are [F:1][C:2]([F:40])([F:39])[C:3]1[CH:4]=[C:5]([CH:32]=[C:33]([C:35]([F:38])([F:37])[F:36])[CH:34]=1)[CH2:6][N:7]1[CH2:14][CH2:13][CH2:12][NH:11][C:10]2[N:15]=[C:16](S(C)(=O)=O)[N:17]=[C:18]([C:19]3[CH:24]=[CH:23][CH:22]=[CH:21][C:20]=3[O:25][CH3:26])[C:9]=2[C:8]1=[O:31].[C:41]([N:44]1[CH2:49][CH2:48][NH:47][CH2:46][CH2:45]1)(=[O:43])[CH3:42]. No catalyst specified. The product is [C:41]([N:44]1[CH2:49][CH2:48][N:47]([C:16]2[N:17]=[C:18]([C:19]3[CH:24]=[CH:23][CH:22]=[CH:21][C:20]=3[O:25][CH3:26])[C:9]3[C:8](=[O:31])[N:7]([CH2:6][C:5]4[CH:4]=[C:3]([C:2]([F:40])([F:1])[F:39])[CH:34]=[C:33]([C:35]([F:36])([F:38])[F:37])[CH:32]=4)[CH2:14][CH2:13][CH2:12][NH:11][C:10]=3[N:15]=2)[CH2:46][CH2:45]1)(=[O:43])[CH3:42]. The yield is 0.810.